This data is from Forward reaction prediction with 1.9M reactions from USPTO patents (1976-2016). The task is: Predict the product of the given reaction. (1) Given the reactants [CH2:1]([O:3][C:4]([C:6]1[C:7]([OH:24])=[C:8]2[C:14]([Br:15])=[C:13]([Br:16])[N:12]([CH2:17][C:18]3[CH:23]=[CH:22][CH:21]=[CH:20][CH:19]=3)[C:9]2=[CH:10][N:11]=1)=[O:5])[CH3:2].C1C(=O)N([Br:32])C(=O)C1.C(OOC(C1C=CC=CC=1)=O)(C1C=CC=CC=1)=O, predict the reaction product. The product is: [CH2:1]([O:3][C:4]([C:6]1[C:7]([OH:24])=[C:8]2[C:14]([Br:15])=[C:13]([Br:16])[N:12]([CH2:17][C:18]3[CH:19]=[CH:20][CH:21]=[CH:22][CH:23]=3)[C:9]2=[C:10]([Br:32])[N:11]=1)=[O:5])[CH3:2]. (2) Given the reactants [ClH:1].C(OC(=O)[NH:8][C@H:9]([CH2:26][C:27]1[CH:32]=[CH:31][CH:30]=[CH:29][C:28]=1[F:33])[CH2:10][C:11]([NH:13][CH:14]1[CH2:23][C:22]2[C:17](=[CH:18][CH:19]=[CH:20][N:21]=2)[N:16]([CH3:24])[C:15]1=[O:25])=[O:12])(C)(C)C, predict the reaction product. The product is: [ClH:1].[ClH:1].[NH2:8][C@H:9]([CH2:26][C:27]1[CH:32]=[CH:31][CH:30]=[CH:29][C:28]=1[F:33])[CH2:10][C:11]([NH:13][CH:14]1[CH2:23][C:22]2[C:17](=[CH:18][CH:19]=[CH:20][N:21]=2)[N:16]([CH3:24])[C:15]1=[O:25])=[O:12]. (3) Given the reactants [C:1]([N:8]1[CH2:13][CH2:12][CH2:11][C:10](=O)[CH2:9]1)([O:3][C:4]([CH3:7])([CH3:6])[CH3:5])=[O:2].[N+:15]([C:18]1[CH:19]=[C:20]([CH:22]=[CH:23][CH:24]=1)[NH2:21])([O-:17])=[O:16].C(O[BH-](OC(=O)C)OC(=O)C)(=O)C.[Na+].C(=O)([O-])O.[Na+], predict the reaction product. The product is: [N+:15]([C:18]1[CH:19]=[C:20]([NH:21][CH:10]2[CH2:11][CH2:12][CH2:13][N:8]([C:1]([O:3][C:4]([CH3:7])([CH3:6])[CH3:5])=[O:2])[CH2:9]2)[CH:22]=[CH:23][CH:24]=1)([O-:17])=[O:16]. (4) Given the reactants [OH:1][C:2]1[CH:9]=[CH:8][C:5]([CH:6]=[O:7])=[CH:4][CH:3]=1.C(=O)([O-])[O-].[K+].[K+].[Br:16][CH2:17][CH2:18]Br, predict the reaction product. The product is: [Br:16][CH2:17][CH2:18][O:1][C:2]1[CH:9]=[CH:8][C:5]([CH:6]=[O:7])=[CH:4][CH:3]=1. (5) Given the reactants Cl[C:2]1[N:20]=[CH:19][C:5]2[N:6]=[C:7]([CH3:18])[N:8]([C:11]3[CH:16]=[CH:15][C:14]([OH:17])=[CH:13][CH:12]=3)[C:9](=[O:10])[C:4]=2[CH:3]=1.C[O-].[Na+].[C:24](O)(=[O:26])C, predict the reaction product. The product is: [OH:17][C:14]1[CH:15]=[CH:16][C:11]([N:8]2[C:9](=[O:10])[C:4]3[CH:3]=[C:2]([O:26][CH3:24])[N:20]=[CH:19][C:5]=3[N:6]=[C:7]2[CH3:18])=[CH:12][CH:13]=1. (6) The product is: [OH:4][CH:5]1[C:14]2[N:13]=[CH:12][CH:11]=[CH:10][C:9]=2[CH2:8][CH:7]([C:15]([O:17][CH2:18][CH3:19])=[O:16])[CH2:6]1. Given the reactants C([O:4][CH:5]1[C:14]2[N:13]=[CH:12][CH:11]=[CH:10][C:9]=2[CH2:8][CH:7]([C:15]([O:17][CH2:18][CH3:19])=[O:16])[CH2:6]1)(=O)C.C(O)C.[Na].[Cl-].[NH4+], predict the reaction product.